Dataset: Forward reaction prediction with 1.9M reactions from USPTO patents (1976-2016). Task: Predict the product of the given reaction. Given the reactants [CH3:1][O:2][C:3]1[N:4]=[C:5]2[C:10](=[CH:11][CH:12]=1)[N:9]=[CH:8][CH:7]=[C:6]2[CH2:13][CH2:14][N:15]1[CH2:19][CH2:18][C@@H:17]([CH2:20][NH2:21])[CH2:16]1.[O:22]=[C:23]1[NH:28][C:27]2[N:29]=[C:30]([CH:33]=O)[CH:31]=[CH:32][C:26]=2[S:25][CH2:24]1.[BH4-].[Na+], predict the reaction product. The product is: [CH3:1][O:2][C:3]1[N:4]=[C:5]2[C:10](=[CH:11][CH:12]=1)[N:9]=[CH:8][CH:7]=[C:6]2[CH2:13][CH2:14][N:15]1[CH2:19][CH2:18][C@@H:17]([CH2:20][NH:21][CH2:33][C:30]2[CH:31]=[CH:32][C:26]3[S:25][CH2:24][C:23](=[O:22])[NH:28][C:27]=3[N:29]=2)[CH2:16]1.